Dataset: Catalyst prediction with 721,799 reactions and 888 catalyst types from USPTO. Task: Predict which catalyst facilitates the given reaction. Reactant: [Cl:1][C:2]1[CH:7]=[CH:6][C:5]([CH2:8][C:9]([OH:11])=[O:10])=[CH:4][CH:3]=1.[CH2:12]([Li])CCC.CI. Product: [Cl:1][C:2]1[CH:3]=[CH:4][C:5]([CH:8]([CH3:12])[C:9]([OH:11])=[O:10])=[CH:6][CH:7]=1. The catalyst class is: 1.